This data is from hERG potassium channel inhibition data for cardiac toxicity prediction from Karim et al.. The task is: Regression/Classification. Given a drug SMILES string, predict its toxicity properties. Task type varies by dataset: regression for continuous values (e.g., LD50, hERG inhibition percentage) or binary classification for toxic/non-toxic outcomes (e.g., AMES mutagenicity, cardiotoxicity, hepatotoxicity). Dataset: herg_karim. (1) The molecule is COC1COCCC1N[C@@H]1C[C@H]2C[C@@H](C(N)=O)C[C@@]2(C(=O)N2CCc3ncc(C(F)(F)F)cc3C2)C1. The result is 0 (non-blocker). (2) The molecule is CC(=O)Nc1cccc(C2CCN(Cc3ccc(C(=O)c4nc5ccccc5n4C4CCOCC4)cc3)CC2)c1. The result is 1 (blocker). (3) The molecule is O=C(c1ccc(Cl)c(C(F)(F)F)c1)N1CCN(c2cc(=O)[nH]c(=O)n2Cc2ccc(OS(=O)(=O)c3cccc4cnccc34)cc2)CC1. The result is 0 (non-blocker).